From a dataset of Catalyst prediction with 721,799 reactions and 888 catalyst types from USPTO. Predict which catalyst facilitates the given reaction. (1) Reactant: [CH2:1]([C:3]1[S:4][C:5]([CH3:51])=[C:6](/[CH:8]=[CH:9]/[C:10]2[C:11]([O:21][CH2:22][C:23]3[CH:48]=[CH:47][C:26]([O:27][CH2:28][C:29]4[N:30]=[C:31]([C:35]5[CH:40]=[CH:39][C:38]([CH2:41][C:42]([O:44]CC)=[O:43])=[CH:37][CH:36]=5)[O:32][C:33]=4[CH3:34])=[C:25]([O:49][CH3:50])[CH:24]=3)=[N:12][N:13]([C:15]3[CH:20]=[CH:19][CH:18]=[CH:17][CH:16]=3)[CH:14]=2)[N:7]=1)[CH3:2].O1CCCC1.[OH-].[Na+].Cl. Product: [CH2:1]([C:3]1[S:4][C:5]([CH3:51])=[C:6](/[CH:8]=[CH:9]/[C:10]2[C:11]([O:21][CH2:22][C:23]3[CH:48]=[CH:47][C:26]([O:27][CH2:28][C:29]4[N:30]=[C:31]([C:35]5[CH:36]=[CH:37][C:38]([CH2:41][C:42]([OH:44])=[O:43])=[CH:39][CH:40]=5)[O:32][C:33]=4[CH3:34])=[C:25]([O:49][CH3:50])[CH:24]=3)=[N:12][N:13]([C:15]3[CH:16]=[CH:17][CH:18]=[CH:19][CH:20]=3)[CH:14]=2)[N:7]=1)[CH3:2]. The catalyst class is: 97. (2) Reactant: [OH:1][CH2:2][CH:3]([N:6]1[CH2:12][CH2:11][C:10]2[CH:13]=[CH:14][C:15]([C:17]3[N:21]=[C:20]([C:22]4[CH:23]=[C:24]([C:32]#[N:33])[C:25]([NH:28][CH2:29][CH2:30][CH3:31])=[N:26][CH:27]=4)[O:19][N:18]=3)=[CH:16][C:9]=2[CH2:8][CH2:7]1)[CH2:4][OH:5].[ClH:34].C(OCC)C. Product: [ClH:34].[ClH:34].[OH:5][CH2:4][CH:3]([N:6]1[CH2:12][CH2:11][C:10]2[CH:13]=[CH:14][C:15]([C:17]3[N:21]=[C:20]([C:22]4[CH:23]=[C:24]([C:32]#[N:33])[C:25]([NH:28][CH2:29][CH2:30][CH3:31])=[N:26][CH:27]=4)[O:19][N:18]=3)=[CH:16][C:9]=2[CH2:8][CH2:7]1)[CH2:2][OH:1]. The catalyst class is: 5. (3) Reactant: [O:1]1[CH:5]=[CH:4][C:3]([C:6]2[C:15]3[O:14][CH2:13][CH2:12][N:11](C(OC(C)(C)C)=O)[CH2:10][C:9]=3[S:8][CH:7]=2)=[CH:2]1.C(OCC)(=O)C.Cl. Product: [O:1]1[CH:5]=[CH:4][C:3]([C:6]2[C:15]3[O:14][CH2:13][CH2:12][NH:11][CH2:10][C:9]=3[S:8][CH:7]=2)=[CH:2]1. The catalyst class is: 13. (4) Reactant: [N:1]1[C:2]([CH2:14][OH:15])=[CH:3][N:4]2[CH2:13][CH2:12][C:11]3[C:6](=[CH:7][CH:8]=[CH:9][CH:10]=3)[C:5]=12.CC(OI1(OC(C)=O)(OC(C)=O)OC(=O)C2C=CC=CC1=2)=O. Product: [N:1]1[C:2]([CH:14]=[O:15])=[CH:3][N:4]2[CH2:13][CH2:12][C:11]3[C:6](=[CH:7][CH:8]=[CH:9][CH:10]=3)[C:5]=12. The catalyst class is: 2.